From a dataset of NCI-60 drug combinations with 297,098 pairs across 59 cell lines. Regression. Given two drug SMILES strings and cell line genomic features, predict the synergy score measuring deviation from expected non-interaction effect. (1) Drug 1: CC1=C2C(C(=O)C3(C(CC4C(C3C(C(C2(C)C)(CC1OC(=O)C(C(C5=CC=CC=C5)NC(=O)C6=CC=CC=C6)O)O)OC(=O)C7=CC=CC=C7)(CO4)OC(=O)C)O)C)OC(=O)C. Drug 2: C1=NC2=C(N1)C(=S)N=CN2. Cell line: PC-3. Synergy scores: CSS=28.7, Synergy_ZIP=-8.00, Synergy_Bliss=-6.11, Synergy_Loewe=-5.71, Synergy_HSA=-3.67. (2) Drug 1: C1=NC2=C(N1)C(=S)N=C(N2)N. Drug 2: CC(C)NC(=O)C1=CC=C(C=C1)CNNC.Cl. Cell line: HCT116. Synergy scores: CSS=37.3, Synergy_ZIP=-0.579, Synergy_Bliss=-1.72, Synergy_Loewe=-17.8, Synergy_HSA=-2.02. (3) Drug 1: CCC1=CC2CC(C3=C(CN(C2)C1)C4=CC=CC=C4N3)(C5=C(C=C6C(=C5)C78CCN9C7C(C=CC9)(C(C(C8N6C)(C(=O)OC)O)OC(=O)C)CC)OC)C(=O)OC.C(C(C(=O)O)O)(C(=O)O)O. Drug 2: CS(=O)(=O)CCNCC1=CC=C(O1)C2=CC3=C(C=C2)N=CN=C3NC4=CC(=C(C=C4)OCC5=CC(=CC=C5)F)Cl. Cell line: TK-10. Synergy scores: CSS=33.0, Synergy_ZIP=-1.27, Synergy_Bliss=5.08, Synergy_Loewe=3.71, Synergy_HSA=7.16. (4) Drug 1: CS(=O)(=O)CCNCC1=CC=C(O1)C2=CC3=C(C=C2)N=CN=C3NC4=CC(=C(C=C4)OCC5=CC(=CC=C5)F)Cl. Drug 2: C1CN(P(=O)(OC1)NCCCl)CCCl. Cell line: COLO 205. Synergy scores: CSS=-10.9, Synergy_ZIP=10.2, Synergy_Bliss=8.81, Synergy_Loewe=-5.34, Synergy_HSA=-4.01. (5) Drug 1: CCCS(=O)(=O)NC1=C(C(=C(C=C1)F)C(=O)C2=CNC3=C2C=C(C=N3)C4=CC=C(C=C4)Cl)F. Drug 2: C1CCN(CC1)CCOC2=CC=C(C=C2)C(=O)C3=C(SC4=C3C=CC(=C4)O)C5=CC=C(C=C5)O. Cell line: OVCAR-4. Synergy scores: CSS=-1.28, Synergy_ZIP=2.36, Synergy_Bliss=3.22, Synergy_Loewe=1.24, Synergy_HSA=0.380.